This data is from Catalyst prediction with 721,799 reactions and 888 catalyst types from USPTO. The task is: Predict which catalyst facilitates the given reaction. (1) Reactant: C([O:3][C:4](=[O:29])[CH2:5][C:6]1[C:7]([CH3:28])=[C:8]([S:16][C:17]2[CH:22]=[CH:21][C:20]([S:23]([CH3:26])(=[O:25])=[O:24])=[C:19]([Cl:27])[CH:18]=2)[N:9]2[C:14]=1[CH:13]=[CH:12][C:11]([F:15])=[CH:10]2)C.C(O)C.O.[OH-].[Li+]. Product: [Cl:27][C:19]1[CH:18]=[C:17]([S:16][C:8]2[N:9]3[C:14]([CH:13]=[CH:12][C:11]([F:15])=[CH:10]3)=[C:6]([CH2:5][C:4]([OH:29])=[O:3])[C:7]=2[CH3:28])[CH:22]=[CH:21][C:20]=1[S:23]([CH3:26])(=[O:24])=[O:25]. The catalyst class is: 15. (2) Reactant: CS(O[CH2:6][CH2:7][O:8][C:9]1[CH:14]=[CH:13][CH:12]=[C:11]([CH:15]=[O:16])[CH:10]=1)(=O)=O.FC(F)(F)C(O)=O.[CH3:24][C:25]1[S:26][CH:27]=[C:28]([C:30]([N:32]2[CH2:37][C:36]3([CH2:42][CH2:41][NH:40][CH2:39][CH2:38]3)[O:35][CH2:34][CH2:33]2)=[O:31])[N:29]=1.C(N(CC)CC)C. Product: [CH3:24][C:25]1[S:26][CH:27]=[C:28]([C:30]([N:32]2[CH2:37][C:36]3([CH2:42][CH2:41][N:40]([CH2:6][CH2:7][O:8][C:9]4[CH:10]=[C:11]([CH:12]=[CH:13][CH:14]=4)[CH:15]=[O:16])[CH2:39][CH2:38]3)[O:35][CH2:34][CH2:33]2)=[O:31])[N:29]=1. The catalyst class is: 10. (3) Reactant: [C:1]([C@H:5]1[CH2:10][CH2:9][C@H:8]([O:11][C:12]2[CH:21]=[CH:20][CH:19]=[C:18]3[C:13]=2[CH:14]=[CH:15][C:16]([CH2:22][N:23]2[CH2:28][CH2:27][CH:26]([C:29]([O:31]CC)=[O:30])[CH2:25][CH2:24]2)=[CH:17]3)[CH2:7][CH2:6]1)([CH3:4])([CH3:3])[CH3:2].[OH-].[Na+]. The catalyst class is: 24. Product: [C:1]([C@H:5]1[CH2:10][CH2:9][C@H:8]([O:11][C:12]2[CH:21]=[CH:20][CH:19]=[C:18]3[C:13]=2[CH:14]=[CH:15][C:16]([CH2:22][N:23]2[CH2:24][CH2:25][CH:26]([C:29]([OH:31])=[O:30])[CH2:27][CH2:28]2)=[CH:17]3)[CH2:7][CH2:6]1)([CH3:4])([CH3:2])[CH3:3]. (4) The catalyst class is: 2. Product: [NH2:15][C:16]1[CH:25]=[C:24]2[C:19]([CH:20]=[C:21]([C:28]3[CH:33]=[C:32]([NH2:34])[C:31]([F:35])=[CH:30][C:29]=3[CH3:36])[C:22](=[O:27])[N:23]2[CH3:26])=[CH:18][N:17]=1. Reactant: FC(F)(F)C(O)=O.COC1C=CC(C[NH:15][C:16]2[CH:25]=[C:24]3[C:19]([CH:20]=[C:21]([C:28]4[CH:33]=[C:32]([NH2:34])[C:31]([F:35])=[CH:30][C:29]=4[CH3:36])[C:22](=[O:27])[N:23]3[CH3:26])=[CH:18][N:17]=2)=CC=1. (5) Reactant: [CH3:1][N:2]1[CH:6]=[N:5][C:4]([CH2:7][OH:8])=[N:3]1.CCN(C(C)C)C(C)C.[CH3:18][S:19](Cl)(=[O:21])=[O:20]. Product: [CH3:18][S:19]([O:8][CH2:7][C:4]1[N:5]=[CH:6][N:2]([CH3:1])[N:3]=1)(=[O:21])=[O:20]. The catalyst class is: 2. (6) Reactant: [CH3:1][C:2]1[S:3][CH:4]=[C:5]([C:7]2[CH:16]=[CH:15][C:10]([O:11][CH2:12][CH2:13][NH2:14])=[CH:9][CH:8]=2)[N:6]=1.[C:17]([NH:20][C:21]1[N:26]=[CH:25][C:24]([CH:27]([O:40][Si:41]([C:44]([CH3:47])([CH3:46])[CH3:45])([CH3:43])[CH3:42])[CH2:28]OS(C2C=CC(C)=CC=2)(=O)=O)=[CH:23][CH:22]=1)(=[O:19])[CH3:18].C(N(C(C)C)CC)(C)C. Product: [C:44]([Si:41]([CH3:43])([CH3:42])[O:40][C@H:27]([C:24]1[CH:23]=[CH:22][C:21]([NH:20][C:17](=[O:19])[CH3:18])=[N:26][CH:25]=1)[CH2:28][NH:14][CH2:13][CH2:12][O:11][C:10]1[CH:15]=[CH:16][C:7]([C:5]2[N:6]=[C:2]([CH3:1])[S:3][CH:4]=2)=[CH:8][CH:9]=1)([CH3:47])([CH3:46])[CH3:45]. The catalyst class is: 16.